This data is from Forward reaction prediction with 1.9M reactions from USPTO patents (1976-2016). The task is: Predict the product of the given reaction. (1) Given the reactants [Br:1][C:2]1[C:10]([CH3:11])=[C:6]([C:7]([OH:9])=O)[C:5]([OH:12])=[C:4]([C:13]([CH3:16])([CH3:15])[CH3:14])[CH:3]=1.[Cl:17][C:18]1[CH:24]=[C:23]([N+:25]([O-:27])=[O:26])[CH:22]=[CH:21][C:19]=1[NH2:20], predict the reaction product. The product is: [Br:1][C:2]1[C:10]([CH3:11])=[C:6]([C:5]([OH:12])=[C:4]([C:13]([CH3:16])([CH3:15])[CH3:14])[CH:3]=1)[C:7]([NH:20][C:19]1[CH:21]=[CH:22][C:23]([N+:25]([O-:27])=[O:26])=[CH:24][C:18]=1[Cl:17])=[O:9]. (2) Given the reactants [NH2:1][C:2]1[N:7]=[C:6]([C:8]2[CH:15]=[CH:14][C:11]([C:12]#[N:13])=[C:10](F)[CH:9]=2)[CH:5]=[C:4]([NH:17][C:18]2([CH2:21][C:22]3[CH:27]=[CH:26][CH:25]=[CH:24][CH:23]=3)[CH2:20][CH2:19]2)[N:3]=1.O.[NH2:29][NH2:30], predict the reaction product. The product is: [NH2:13][C:12]1[C:11]2[C:10](=[CH:9][C:8]([C:6]3[N:7]=[C:2]([NH2:1])[N:3]=[C:4]([NH:17][C:18]4([CH2:21][C:22]5[CH:23]=[CH:24][CH:25]=[CH:26][CH:27]=5)[CH2:20][CH2:19]4)[CH:5]=3)=[CH:15][CH:14]=2)[NH:30][N:29]=1. (3) The product is: [CH2:20]([N:17]([CH2:18][CH3:19])[C:15](=[O:16])[CH2:14][C:13]1[C:12]([C:22]2[CH:27]=[CH:26][C:25]([O:28][CH3:29])=[CH:24][CH:23]=2)=[N:11][N:10]2[C:4]([CH3:5])=[CH:3][C:2]([CH3:1])=[N:8][C:9]=12)[CH3:21]. Given the reactants [CH3:1][C:2](=O)[CH2:3][C:4](=O)[CH3:5].[NH2:8][C:9]1[C:13]([CH2:14][C:15]([N:17]([CH2:20][CH3:21])[CH2:18][CH3:19])=[O:16])=[C:12]([C:22]2[CH:27]=[CH:26][C:25]([O:28][CH3:29])=[CH:24][CH:23]=2)[NH:11][N:10]=1, predict the reaction product.